From a dataset of Reaction yield outcomes from USPTO patents with 853,638 reactions. Predict the reaction yield, written as a fraction of the theoretical maximum amount of product (1.0 means a 100% yield; for example, 0.34 means a 34% yield). (1) The reactants are [O:1]([C:8]1[CH:13]=[CH:12][C:11]([C:14]2[C:22]3[C:17](=[N:18][CH:19]=[N:20][C:21]=3[NH2:23])[N:16]([CH:24]3[CH2:29][CH2:28][CH2:27][NH:26][CH2:25]3)[N:15]=2)=[CH:10][CH:9]=1)[C:2]1[CH:7]=[CH:6][CH:5]=[CH:4][CH:3]=1.C(N1C=CN=C1)(N1C=CN=C1)=O.[C:42]([CH2:44][C:45](O)=[O:46])#[N:43]. The catalyst is ClCCl. The product is [NH2:23][C:21]1[N:20]=[CH:19][N:18]=[C:17]2[N:16]([CH:24]3[CH2:29][CH2:28][CH2:27][N:26]([C:45](=[O:46])[CH2:44][C:42]#[N:43])[CH2:25]3)[N:15]=[C:14]([C:11]3[CH:10]=[CH:9][C:8]([O:1][C:2]4[CH:7]=[CH:6][CH:5]=[CH:4][CH:3]=4)=[CH:13][CH:12]=3)[C:22]=12. The yield is 0.560. (2) The reactants are [ClH:1].FC1C=C(C2C(OC3C=CC(OCCN4CCCCC4)=CC=3)=C3C(=CC=2)C=C(O)C=C3)C=CC=1.Cl.[F:37][C:38]1[CH:39]=[C:40]([C:44]2[CH:53]=[CH:52][C:51]3[C:46](=[CH:47][CH:48]=[C:49]([O:54]C)[CH:50]=3)[C:45]=2[O:56][C:57]2[CH:72]=[CH:71][C:60]([O:61][CH2:62][CH2:63][N:64]3[CH2:70][CH2:69][CH2:68][CH2:67][CH2:66][CH2:65]3)=[CH:59][CH:58]=2)[CH:41]=[CH:42][CH:43]=1. No catalyst specified. The product is [ClH:1].[N:64]1([CH2:63][CH2:62][O:61][C:60]2[CH:59]=[CH:58][C:57]([O:56][C:45]3[C:44]([C:40]4[CH:41]=[CH:42][CH:43]=[C:38]([F:37])[CH:39]=4)=[CH:53][CH:52]=[C:51]4[C:46]=3[CH:47]=[CH:48][C:49]([OH:54])=[CH:50]4)=[CH:72][CH:71]=2)[CH2:70][CH2:69][CH2:68][CH2:67][CH2:66][CH2:65]1. The yield is 0.520. (3) The reactants are [CH3:1][N:2]=[C:3]=[S:4].[CH3:5][N:6]([CH:17]1[CH2:22][CH2:21][NH:20][CH2:19][CH2:18]1)[C:7](=[O:16])[O:8][CH2:9][C:10]1[CH:15]=[CH:14][CH:13]=[CH:12][CH:11]=1. The catalyst is ClCCl. The product is [CH3:5][N:6]([CH:17]1[CH2:18][CH2:19][N:20]([C:3](=[S:4])[NH:2][CH3:1])[CH2:21][CH2:22]1)[C:7](=[O:16])[O:8][CH2:9][C:10]1[CH:15]=[CH:14][CH:13]=[CH:12][CH:11]=1. The yield is 0.450. (4) The reactants are [CH3:1][O:2][C:3]([CH:5]=P(C1C=CC=CC=1)(C1C=CC=CC=1)C1C=CC=CC=1)=[O:4].[OH:25][C:26]([C:45]([O:47][CH3:48])=[O:46])([CH2:33][CH2:34][CH2:35][CH2:36][CH2:37][CH2:38][CH2:39][CH2:40][CH2:41][CH2:42][CH2:43][CH3:44])[C:27](=O)[C:28]([O:30][CH3:31])=[O:29]. The catalyst is C(Cl)Cl. The product is [OH:25][C:26]([C:45]([O:47][CH3:48])=[O:46])([CH2:33][CH2:34][CH2:35][CH2:36][CH2:37][CH2:38][CH2:39][CH2:40][CH2:41][CH2:42][CH2:43][CH3:44])/[C:27](/[C:28]([O:30][CH3:31])=[O:29])=[CH:5]/[C:3]([O:2][CH3:1])=[O:4]. The yield is 0.970.